Predict the product of the given reaction. From a dataset of Forward reaction prediction with 1.9M reactions from USPTO patents (1976-2016). (1) Given the reactants [NH:1]1[C:9]2[C:4](=[CH:5][C:6]([NH:10][CH:11]3[CH2:16][CH2:15][C:14](=O)[CH2:13][CH2:12]3)=[CH:7][CH:8]=2)[CH:3]=[N:2]1.[CH:18]1[CH:23]=[CH:22][C:21]([CH2:24][CH2:25][NH2:26])=[CH:20][CH:19]=1.C(O[BH-](OC(=O)C)OC(=O)C)(=O)C.[Na+].Cl.CO, predict the reaction product. The product is: [NH:1]1[C:9]2[C:4](=[CH:5][C:6]([NH:10][CH:11]3[CH2:16][CH2:15][CH:14]([NH:26][CH2:25][CH2:24][C:21]4[CH:22]=[CH:23][CH:18]=[CH:19][CH:20]=4)[CH2:13][CH2:12]3)=[CH:7][CH:8]=2)[CH:3]=[N:2]1. (2) Given the reactants [C:1]1([C@H:7]2[N:21]3[C:22]4[C:14]([C:15]5[C:20]3=[CH:19][CH:18]=[CH:17][C:16]=5[OH:23])=[CH:13][CH:12]=[CH:11][C:10]=4[O:9][CH2:8]2)[CH:6]=[CH:5][CH:4]=[CH:3][CH:2]=1.C(=O)([O-])[O-].[K+].[K+].Br[CH2:31][C:32]#[N:33], predict the reaction product. The product is: [C:1]1([C@H:7]2[N:21]3[C:22]4[C:14]([C:15]5[C:16]([O:23][CH2:31][C:32]#[N:33])=[CH:17][CH:18]=[CH:19][C:20]=53)=[CH:13][CH:12]=[CH:11][C:10]=4[O:9][CH2:8]2)[CH:2]=[CH:3][CH:4]=[CH:5][CH:6]=1. (3) Given the reactants [CH:1]1([C:7]2[C:8]3[CH:9]=[CH:10][C:11]([C:38]([NH:40][S:41]([N:44]([CH2:46][CH:47](OC)[O:48]C)[CH3:45])(=[O:43])=[O:42])=[O:39])=[CH:12][C:13]=3[N:14]3[C:21]=2[C:20]2[CH:22]=[CH:23][CH:24]=[CH:25][C:19]=2[O:18][CH2:17][C@H:16]([N:26]([CH3:37])[CH2:27][CH2:28][NH:29]C(=O)OC(C)(C)C)[CH2:15]3)[CH2:6][CH2:5][CH2:4][CH2:3][CH2:2]1.C(O)(C(F)(F)F)=O.O, predict the reaction product. The product is: [NH2:29][CH2:28][CH2:27][N:26]([CH3:37])[C@@H:16]1[CH2:15][N:14]2[C:13]3[CH:12]=[C:11]([C:38]([NH:40][S:41]([N:44]([CH3:45])[CH2:46][CH:47]=[O:48])(=[O:42])=[O:43])=[O:39])[CH:10]=[CH:9][C:8]=3[C:7]([CH:1]3[CH2:2][CH2:3][CH2:4][CH2:5][CH2:6]3)=[C:21]2[C:20]2[CH:22]=[CH:23][CH:24]=[CH:25][C:19]=2[O:18][CH2:17]1. (4) Given the reactants [CH3:1][N:2]([CH2:4][C:5]1[CH:6]=[C:7]([C:11]2[N:19]3[C:14]([CH:15]=[CH:16][CH:17]=[CH:18]3)=[CH:13][C:12]=2[CH2:20][OH:21])[CH:8]=[CH:9][CH:10]=1)[CH3:3], predict the reaction product. The product is: [CH3:3][N:2]([CH2:4][C:5]1[CH:6]=[C:7]([C:11]2[N:19]3[C:14]([CH:15]=[CH:16][CH:17]=[CH:18]3)=[CH:13][C:12]=2[CH:20]=[O:21])[CH:8]=[CH:9][CH:10]=1)[CH3:1]. (5) Given the reactants [F:1][C:2]1[CH:7]=[C:6]([O:8][C:9]2[CH:14]=[CH:13][N:12]=[C:11]([C:15]3[CH:16]=[N:17][N:18]([CH3:20])[CH:19]=3)[CH:10]=2)[CH:5]=[CH:4][C:3]=1[NH2:21].C([O-])(O)=O.[Na+].Cl[C:28]([O:30][C:31]([CH3:33])=[CH2:32])=[O:29], predict the reaction product. The product is: [F:1][C:2]1[CH:7]=[C:6]([O:8][C:9]2[CH:14]=[CH:13][N:12]=[C:11]([C:15]3[CH:16]=[N:17][N:18]([CH3:20])[CH:19]=3)[CH:10]=2)[CH:5]=[CH:4][C:3]=1[NH:21][C:28](=[O:29])[O:30][C:31]([CH3:33])=[CH2:32]. (6) Given the reactants [CH3:1][C:2]1[C:3](=[O:9])[NH:4][C:5](=[O:8])[NH:6][CH:7]=1.[CH3:10][Si](N[Si](C)(C)C)(C)C.Cl[Si](C)(C)C.CI, predict the reaction product. The product is: [CH3:10][N:6]1[CH:7]=[C:2]([CH3:1])[C:3](=[O:9])[NH:4][C:5]1=[O:8]. (7) Given the reactants [CH3:1][N:2]1[C@@H:19]2[CH2:20][C:7]3[CH:8]=[CH:9][C:10]([O:21][CH3:22])=[C:11]4[O:12][C@H:13]5[C:14]([CH2:16][CH2:17][C@@H:18]2[C@:5]5([C:6]=34)[CH2:4][CH2:3]1)=[O:15].[Li]N([Si](C)(C)C)[Si](C)(C)C.[O:33]1CCCC1, predict the reaction product. The product is: [C:11]([O-:33])(=[O:12])[C:6]1[CH:7]=[CH:20][CH:19]=[CH:18][CH:5]=1.[CH3:1][N:2]1[C@@H:19]2[CH2:20][C:7]3[CH:8]=[CH:9][C:10]([O:21][CH3:22])=[C:11]4[O:12][C@H:13]5[C:14]([CH2:16][CH2:17][C@@H:18]2[C@:5]5([C:6]=34)[CH2:4][CH2:3]1)=[O:15]. (8) Given the reactants [I:1][C:2]1[CH:3]=[C:4]2[C:8](=[CH:9][CH:10]=1)[NH:7][CH:6]=[CH:5]2.[C:11]([O:15][C:16](O[C:16]([O:15][C:11]([CH3:14])([CH3:13])[CH3:12])=[O:17])=[O:17])([CH3:14])([CH3:13])[CH3:12], predict the reaction product. The product is: [C:11]([O:15][C:16]([N:7]1[C:8]2[C:4](=[CH:3][C:2]([I:1])=[CH:10][CH:9]=2)[CH:5]=[CH:6]1)=[O:17])([CH3:14])([CH3:13])[CH3:12].